Task: Predict the product of the given reaction.. Dataset: Forward reaction prediction with 1.9M reactions from USPTO patents (1976-2016) (1) The product is: [Br-:69].[CH2:1]([O:19][CH:20]([CH2:25][O:26][CH2:27][CH2:28][CH2:29][CH2:30][CH2:31][CH2:32][CH2:33][CH2:34][CH:35]=[CH:36][CH2:37][CH2:38][CH2:39][CH2:40][CH2:41][CH2:42][CH2:43][CH3:44])[CH2:21][N+:22]([CH2:68][CH2:67][CH2:66][CH2:65][C:64]([O:63][CH2:62][CH2:61][C:60](=[O:71])[CH2:59][CH2:58][C:57](=[O:72])[CH2:56][CH2:55][C:54](=[O:73])[CH2:53][CH2:52][C:51](=[O:74])[CH2:50][CH2:49][C:48](=[O:75])[CH2:47][CH2:46][OH:45])=[O:70])([CH3:24])[CH3:23])[CH2:2][CH2:3][CH2:4][CH2:5][CH2:6][CH2:7][CH2:8][CH:9]=[CH:10][CH2:11][CH2:12][CH2:13][CH2:14][CH2:15][CH2:16][CH2:17][CH3:18]. Given the reactants [CH2:1]([O:19][CH:20]([CH2:25][O:26][CH2:27][CH2:28][CH2:29][CH2:30][CH2:31][CH2:32][CH2:33][CH2:34][CH:35]=[CH:36][CH2:37][CH2:38][CH2:39][CH2:40][CH2:41][CH2:42][CH2:43][CH3:44])[CH2:21][N:22]([CH3:24])[CH3:23])[CH2:2][CH2:3][CH2:4][CH2:5][CH2:6][CH2:7][CH2:8][CH:9]=[CH:10][CH2:11][CH2:12][CH2:13][CH2:14][CH2:15][CH2:16][CH2:17][CH3:18].[OH:45][CH2:46][CH2:47][C:48](=[O:75])[CH2:49][CH2:50][C:51](=[O:74])[CH2:52][CH2:53][C:54](=[O:73])[CH2:55][CH2:56][C:57](=[O:72])[CH2:58][CH2:59][C:60](=[O:71])[CH2:61][CH2:62][O:63][C:64](=[O:70])[CH2:65][CH2:66][CH2:67][CH2:68][Br:69], predict the reaction product. (2) The product is: [CH3:6][O:7][C:8]1[CH:9]=[CH:10][C:11]2[N:15]3[CH2:16][C:17]4[C:22]([C:14]3=[C:13]([CH:26]=[O:27])[C:12]=2[N:23]=1)=[CH:21][CH:20]=[CH:19][CH:18]=4. Given the reactants P(Cl)(Cl)(Cl)=O.[CH3:6][O:7][C:8]1[CH:9]=[CH:10][C:11]2[N:15]3[CH2:16][C:17]4[C:22]([C:14]3=[CH:13][C:12]=2[N:23]=1)=[CH:21][CH:20]=[CH:19][CH:18]=4.CN(C)[CH:26]=[O:27], predict the reaction product. (3) Given the reactants [O:1]=[C:2]1[C:11]2[CH:12]=[CH:13][C:14]([NH:16][C:17]3[CH:24]=[CH:23][C:20]([C:21]#[N:22])=[CH:19][CH:18]=3)=[CH:15][C:10]=2[C:9]2[C:4](=[N:5][CH:6]=[CH:7][CH:8]=2)[NH:3]1.[OH-:25].[Na+], predict the reaction product. The product is: [O:1]=[C:2]1[C:11]2[CH:12]=[CH:13][C:14]([NH:16][C:17]3[CH:18]=[CH:19][C:20]([C:21]([NH2:22])=[O:25])=[CH:23][CH:24]=3)=[CH:15][C:10]=2[C:9]2[C:4](=[N:5][CH:6]=[CH:7][CH:8]=2)[NH:3]1. (4) Given the reactants Cl[C:2]1[N:7]=[C:6](Cl)[C:5]([N+:9]([O-:11])=[O:10])=[CH:4][N:3]=1.[F:12][C:13]1([F:23])[O:17][C:16]2[CH:18]=[CH:19][C:20]([NH2:22])=[CH:21][C:15]=2[O:14]1, predict the reaction product. The product is: [F:23][C:13]1([F:12])[O:17][C:16]2[CH:18]=[CH:19][C:20]([NH:22][C:2]3[N:7]=[C:6]([NH:22][C:20]4[CH:19]=[CH:18][C:16]5[O:17][C:13]([F:23])([F:12])[O:14][C:15]=5[CH:21]=4)[C:5]([N+:9]([O-:11])=[O:10])=[CH:4][N:3]=3)=[CH:21][C:15]=2[O:14]1. (5) Given the reactants C(=O)([O-])[O-].[K+].[K+].I[CH3:8].[CH3:9][C:10]1[C:15]([N+:16]([O-:18])=[O:17])=[CH:14][N:13]=[C:12]2[NH:19][CH:20]=[CH:21][C:11]=12.O, predict the reaction product. The product is: [CH3:8][N:19]1[C:12]2=[N:13][CH:14]=[C:15]([N+:16]([O-:18])=[O:17])[C:10]([CH3:9])=[C:11]2[CH:21]=[CH:20]1. (6) Given the reactants [Cl:1][C:2]1[CH:7]=[CH:6][C:5]([C:8]2([NH:11][C:12]3[N:17]=[C:16]([O:18][CH2:19][C:20]([F:23])([F:22])[F:21])[N:15]=[C:14]([NH:24][C:25]4[CH:44]=[CH:43][C:28]([C:29]([NH:31][CH2:32][C:33]5([CH2:36][NH:37][C:38](=[O:42])[C:39](O)=[O:40])[CH2:35][CH2:34]5)=[O:30])=[CH:27][CH:26]=4)[N:13]=3)[CH2:10][CH2:9]2)=[CH:4][CH:3]=1.CN(C(ON1N=NC2C=CC=CC1=2)=[N+](C)C)C.[B-](F)(F)(F)F.[F:67][C:68]1[CH:74]=[CH:73][C:71]([NH2:72])=[CH:70][CH:69]=1, predict the reaction product. The product is: [Cl:1][C:2]1[CH:7]=[CH:6][C:5]([C:8]2([NH:11][C:12]3[N:17]=[C:16]([O:18][CH2:19][C:20]([F:23])([F:21])[F:22])[N:15]=[C:14]([NH:24][C:25]4[CH:44]=[CH:43][C:28]([C:29]([NH:31][CH2:32][C:33]5([CH2:36][NH:37][C:38](=[O:42])[C:39]([NH:72][C:71]6[CH:73]=[CH:74][C:68]([F:67])=[CH:69][CH:70]=6)=[O:40])[CH2:34][CH2:35]5)=[O:30])=[CH:27][CH:26]=4)[N:13]=3)[CH2:10][CH2:9]2)=[CH:4][CH:3]=1. (7) Given the reactants C[O:2][C:3](=[O:31])[C@H:4]([N:8]([S:16]([C:19]1[CH:30]=[CH:29][C:22]2[N:23]=[C:24]([S:26][CH2:27][CH3:28])[S:25][C:21]=2[CH:20]=1)(=[O:18])=[O:17])[CH2:9][C:10]1[CH:15]=[CH:14][CH:13]=[CH:12][CH:11]=1)[CH:5]([CH3:7])[CH3:6].[Li+].[OH-], predict the reaction product. The product is: [CH3:7][CH:5]([CH3:6])[C@@H:4]([N:8]([S:16]([C:19]1[CH:30]=[CH:29][C:22]2[N:23]=[C:24]([S:26][CH2:27][CH3:28])[S:25][C:21]=2[CH:20]=1)(=[O:17])=[O:18])[CH2:9][C:10]1[CH:11]=[CH:12][CH:13]=[CH:14][CH:15]=1)[C:3]([OH:31])=[O:2]. (8) Given the reactants [CH3:1][O:2][C:3]([C:5]1[CH:10]([C:11]2[CH:16]=[CH:15][C:14]([C:17]#[N:18])=[CH:13][CH:12]=2)[N:9]2[C:19](=[O:34])[N:20]([CH2:22][CH2:23][CH2:24][N:25]([C:27](OC(C)(C)C)=[O:28])[CH3:26])[N:21]=[C:8]2[N:7]([C:35]2[CH:40]=CC=[C:37]([C:41](F)(F)F)[CH:36]=2)[C:6]=1[CH3:45])=[O:4].[C:46](O)([C:48]([F:51])([F:50])[F:49])=O.[CH2:53](N(CC)CC)C.C(OC(=O)C)(=O)C, predict the reaction product. The product is: [CH3:1][O:2][C:3]([C:5]1[CH:10]([C:11]2[CH:16]=[CH:15][C:14]([C:17]#[N:18])=[CH:13][CH:12]=2)[N:9]2[C:19](=[O:34])[N:20]([CH2:22][CH2:23][CH2:24][N:25]([C:27](=[O:28])[CH3:53])[CH3:26])[N:21]=[C:8]2[N:7]([C:35]2[CH:36]=[CH:37][CH:41]=[C:46]([C:48]([F:51])([F:50])[F:49])[CH:40]=2)[C:6]=1[CH3:45])=[O:4]. (9) Given the reactants Br[C:2]1[C:10]2[C:5](=[N:6][CH:7]=[C:8]([C:11]3[CH:12]=[N:13][C:14]([NH:17][C:18]([O:20][C:21]([CH3:24])([CH3:23])[CH3:22])=[O:19])=[CH:15][CH:16]=3)[CH:9]=2)[N:4]([C:25]([O:27][C:28]([CH3:31])([CH3:30])[CH3:29])=[O:26])[CH:3]=1.[C:32]([O:36][C:37]([C:39]1[CH:44]=[CH:43][C:42](B(O)O)=[CH:41][CH:40]=1)=[O:38])([CH3:35])([CH3:34])[CH3:33].C([O-])([O-])=O.[K+].[K+], predict the reaction product. The product is: [C:21]([O:20][C:18]([NH:17][C:14]1[N:13]=[CH:12][C:11]([C:8]2[CH:9]=[C:10]3[C:2]([C:42]4[CH:43]=[CH:44][C:39]([C:37]([O:36][C:32]([CH3:35])([CH3:34])[CH3:33])=[O:38])=[CH:40][CH:41]=4)=[CH:3][N:4]([C:25]([O:27][C:28]([CH3:31])([CH3:30])[CH3:29])=[O:26])[C:5]3=[N:6][CH:7]=2)=[CH:16][CH:15]=1)=[O:19])([CH3:24])([CH3:23])[CH3:22]. (10) Given the reactants [C@@H:1]12[CH2:9][CH2:8][CH2:7][CH2:6][C@@H:5]1[C:4](=O)[O:3][C:2]2=[O:11].[H][H], predict the reaction product. The product is: [CH:1]12[CH2:9][CH2:8][CH2:7][CH2:6][CH:5]1[CH2:4][O:3][C:2]2=[O:11].